This data is from Catalyst prediction with 721,799 reactions and 888 catalyst types from USPTO. The task is: Predict which catalyst facilitates the given reaction. (1) Reactant: [CH:1]1([N:6]2[CH2:12][C:11]([F:14])([F:13])[C:10](=[O:15])[N:9]([CH3:16])[C:8]3[CH:17]=[N:18][C:19]([NH:21][C:22]4[C:30]([F:31])=[CH:29][C:25]([C:26]([OH:28])=O)=[C:24]([F:32])[CH:23]=4)=[N:20][C:7]2=3)[CH2:5][CH2:4][CH2:3][CH2:2]1.ON1C2C=CC=CC=2N=N1.F[P-](F)(F)(F)(F)F.CN(C(N(C)C)=[N+]1C2C=CC=CC=2[N+]([O-])=N1)C.C(N(C(C)C)CC)(C)C.[NH2:76][CH:77]1[CH2:82][CH2:81][N:80]([CH2:83][CH3:84])[CH2:79][CH2:78]1. Product: [CH:1]1([N:6]2[CH2:12][C:11]([F:13])([F:14])[C:10](=[O:15])[N:9]([CH3:16])[C:8]3[CH:17]=[N:18][C:19]([NH:21][C:22]4[C:30]([F:31])=[CH:29][C:25]([C:26]([NH:76][CH:77]5[CH2:82][CH2:81][N:80]([CH2:83][CH3:84])[CH2:79][CH2:78]5)=[O:28])=[C:24]([F:32])[CH:23]=4)=[N:20][C:7]2=3)[CH2:5][CH2:4][CH2:3][CH2:2]1. The catalyst class is: 9. (2) Reactant: [Br:1][C:2]1[CH:7]=[C:6]([S:8]([CH3:11])(=[O:10])=[O:9])[CH:5]=[CH:4][C:3]=1F.C(N(CC)C(C)C)(C)C.[NH2:22][CH:23]1[CH2:28][CH2:27][N:26]([C:29]([O:31][C:32]([CH3:35])([CH3:34])[CH3:33])=[O:30])[CH2:25][CH2:24]1.[Cl-].[NH4+]. Product: [Br:1][C:2]1[CH:7]=[C:6]([S:8]([CH3:11])(=[O:10])=[O:9])[CH:5]=[CH:4][C:3]=1[NH:22][CH:23]1[CH2:24][CH2:25][N:26]([C:29]([O:31][C:32]([CH3:35])([CH3:34])[CH3:33])=[O:30])[CH2:27][CH2:28]1. The catalyst class is: 16. (3) Reactant: CS(O[CH2:6][C:7]1[N:12]=[CH:11][C:10]2[N:13]=[CH:14][N:15]([C:16]3[S:17][C:18]([C:34](=[O:36])[NH2:35])=[C:19]([O:21][C@@H:22]([C:24]4[CH:29]=[CH:28][CH:27]=[CH:26][C:25]=4[C:30]([F:33])([F:32])[F:31])[CH3:23])[CH:20]=3)[C:9]=2[CH:8]=1)(=O)=O.[C:37]1([S:43]([N:46]2[CH2:51][CH2:50][NH:49][CH2:48][CH2:47]2)(=[O:45])=[O:44])[CH:42]=[CH:41][CH:40]=[CH:39][CH:38]=1. Product: [C:37]1([S:43]([N:46]2[CH2:51][CH2:50][N:49]([CH2:6][C:7]3[N:12]=[CH:11][C:10]4[N:13]=[CH:14][N:15]([C:16]5[S:17][C:18]([C:34]([NH2:35])=[O:36])=[C:19]([O:21][C@@H:22]([C:24]6[CH:29]=[CH:28][CH:27]=[CH:26][C:25]=6[C:30]([F:31])([F:32])[F:33])[CH3:23])[CH:20]=5)[C:9]=4[CH:8]=3)[CH2:48][CH2:47]2)(=[O:45])=[O:44])[CH:42]=[CH:41][CH:40]=[CH:39][CH:38]=1. The catalyst class is: 4.